Dataset: Full USPTO retrosynthesis dataset with 1.9M reactions from patents (1976-2016). Task: Predict the reactants needed to synthesize the given product. (1) The reactants are: Br[CH:2]([CH2:13][CH2:14]Br)[C:3]([O:5][CH2:6][C:7]1[CH:12]=[CH:11][CH:10]=[CH:9][CH:8]=1)=[O:4].[CH2:16]([NH2:23])[C:17]1[CH:22]=[CH:21][CH:20]=[CH:19][CH:18]=1.C([O-])([O-])=O.[K+].[K+]. Given the product [CH2:16]([N:23]1[CH2:14][CH2:13][CH:2]1[C:3]([O:5][CH2:6][C:7]1[CH:12]=[CH:11][CH:10]=[CH:9][CH:8]=1)=[O:4])[C:17]1[CH:22]=[CH:21][CH:20]=[CH:19][CH:18]=1, predict the reactants needed to synthesize it. (2) Given the product [CH2:1]([O:3][C:4](=[O:25])[CH2:5][CH2:6][N:7]([C:15]1[C:20]([NH2:21])=[CH:19][N:18]=[C:17]([Cl:24])[N:16]=1)[CH:8]1[CH2:12][CH2:11][CH2:10][C:9]1([CH3:14])[CH3:13])[CH3:2], predict the reactants needed to synthesize it. The reactants are: [CH2:1]([O:3][C:4](=[O:25])[CH2:5][CH2:6][N:7]([C:15]1[C:20]([N+:21]([O-])=O)=[CH:19][N:18]=[C:17]([Cl:24])[N:16]=1)[CH:8]1[CH2:12][CH2:11][CH2:10][C:9]1([CH3:14])[CH3:13])[CH3:2].[H][H]. (3) Given the product [CH3:7][NH:8][C@@H:9]([C:13]1[CH:18]=[CH:17][CH:16]=[CH:15][CH:14]=1)[CH2:10][OH:11], predict the reactants needed to synthesize it. The reactants are: [H-].[H-].[H-].[H-].[Li+].[Al+3].[CH3:7][NH:8][C@@H:9]([C:13]1[CH:18]=[CH:17][CH:16]=[CH:15][CH:14]=1)[C:10](O)=[O:11]. (4) Given the product [Cl:25][C:22]1[CH:23]=[CH:24][C:19]([S:16]([N:15]([C@H:26]([CH2:27][CH:28]([CH3:30])[CH3:29])[C:31]([NH2:32])=[O:33])[CH2:14][CH:11]2[CH2:10][CH2:9][NH:8][CH2:13][CH2:12]2)(=[O:17])=[O:18])=[CH:20][CH:21]=1, predict the reactants needed to synthesize it. The reactants are: C(OC([N:8]1[CH2:13][CH2:12][CH:11]([CH2:14][N:15]([C@@H:26]([C:31](=[O:33])[NH2:32])[CH2:27][CH:28]([CH3:30])[CH3:29])[S:16]([C:19]2[CH:24]=[CH:23][C:22]([Cl:25])=[CH:21][CH:20]=2)(=[O:18])=[O:17])[CH2:10][CH2:9]1)=O)(C)(C)C.FC(F)(F)C(O)=O. (5) Given the product [CH3:29][N:30]([CH3:36])[C@H:31]1[CH2:35][CH2:34][N:33]([C:26]([C@H:24]2[CH2:23][CH2:22][C:21]3[C:14]4[C:13]([NH:12][C:4]5[CH:5]=[C:6]6[CH:11]=[N:10][NH:9][C:7]6=[N:8][C:3]=5[O:2][CH3:1])=[N:18][CH:17]=[N:16][C:15]=4[S:19][C:20]=3[CH2:25]2)=[O:27])[CH2:32]1, predict the reactants needed to synthesize it. The reactants are: [CH3:1][O:2][C:3]1[N:8]=[C:7]2[NH:9][N:10]=[CH:11][C:6]2=[CH:5][C:4]=1[NH:12][C:13]1[C:14]2[C:21]3[CH2:22][CH2:23][C@H:24]([C:26](O)=[O:27])[CH2:25][C:20]=3[S:19][C:15]=2[N:16]=[CH:17][N:18]=1.[CH3:29][N:30]([CH3:36])[C@H:31]1[CH2:35][CH2:34][NH:33][CH2:32]1. (6) The reactants are: Cl[C:2]1[N:7]=[C:6](Cl)[CH:5]=[C:4]([CH3:9])[N:3]=1.[Cl:10][C:11]1[CH:12]=[C:13]([CH:15]=[CH:16][C:17]=1[Cl:18])[NH2:14].[CH3:19][C:20]1[CH:24]=[C:23]([CH3:25])[NH:22][N:21]=1. Given the product [Cl:10][C:11]1[CH:12]=[C:13]([NH:14][C:6]2[CH:5]=[C:4]([CH3:9])[N:3]=[C:2]([N:21]3[C:20]([CH3:19])=[CH:24][C:23]([CH3:25])=[N:22]3)[N:7]=2)[CH:15]=[CH:16][C:17]=1[Cl:18], predict the reactants needed to synthesize it.